Dataset: Reaction yield outcomes from USPTO patents with 853,638 reactions. Task: Predict the reaction yield, written as a fraction of the theoretical maximum amount of product (1.0 means a 100% yield; for example, 0.34 means a 34% yield). (1) The reactants are [CH2:1]([OH:5])[C@@H:2]([OH:4])[CH3:3].[H-].[Na+].[CH2:8]([N:12]1[C:16]2[CH:17]=[N:18][CH:19]=[CH:20][C:15]=2[S:14]/[C:13]/1=[N:21]\[C:22](=[O:34])[C:23]1[CH:28]=[C:27]([C:29]([F:32])([F:31])[F:30])[CH:26]=[CH:25][C:24]=1F)[CH2:9][CH2:10][CH3:11]. The catalyst is C1COCC1.C([O-])(O)=O.[Na+]. The product is [CH2:8]([N:12]1[C:16]2[CH:17]=[N:18][CH:19]=[CH:20][C:15]=2[S:14]/[C:13]/1=[N:21]\[C:22](=[O:34])[C:23]1[CH:28]=[C:27]([C:29]([F:32])([F:31])[F:30])[CH:26]=[CH:25][C:24]=1[O:5][CH2:1][C@@H:2]([OH:4])[CH3:3])[CH2:9][CH2:10][CH3:11]. The yield is 0.190. (2) The reactants are [H-].[Na+].O[CH2:4][CH2:5][CH2:6][CH2:7][CH2:8][CH2:9][N:10]([C:21]([O:23][C:24]([CH3:27])([CH3:26])[CH3:25])=[O:22])[C:11]([NH:13][C:14]([O:16][C:17]([CH3:20])([CH3:19])[CH3:18])=[O:15])=[NH:12].[CH2:28](Br)[C:29]1[CH:34]=[CH:33][CH:32]=[CH:31][CH:30]=1.C1C[O:39]CC1. No catalyst specified. The product is [CH2:28]([O:39][CH:8]([CH2:7][CH2:6][CH2:5][CH3:4])[CH2:9][N:10]([C:21]([O:23][C:24]([CH3:27])([CH3:26])[CH3:25])=[O:22])[C:11]([NH:13][C:14]([O:16][C:17]([CH3:20])([CH3:19])[CH3:18])=[O:15])=[NH:12])[C:29]1[CH:34]=[CH:33][CH:32]=[CH:31][CH:30]=1. The yield is 0.340. (3) The reactants are [C:1]([O:5][C:6](=[O:21])[CH2:7][O:8][C:9]1[C:14]2[CH2:15][CH2:16][CH2:17][CH2:18][CH:19]([NH2:20])[C:13]=2[CH:12]=[CH:11][CH:10]=1)([CH3:4])([CH3:3])[CH3:2].C(N(C(C)C)CC)(C)C.[Br:31][C:32]1[CH:33]=[CH:34][C:35]([S:38](Cl)(=[O:40])=[O:39])=[N:36][CH:37]=1. No catalyst specified. The product is [C:1]([O:5][C:6](=[O:21])[CH2:7][O:8][C:9]1[C:14]2[CH2:15][CH2:16][CH2:17][CH2:18][CH:19]([NH:20][S:38]([C:35]3[CH:34]=[CH:33][C:32]([Br:31])=[CH:37][N:36]=3)(=[O:40])=[O:39])[C:13]=2[CH:12]=[CH:11][CH:10]=1)([CH3:4])([CH3:2])[CH3:3]. The yield is 0.340. (4) The reactants are [CH3:1][N:2]([CH3:21])[C:3]1[CH:8]=[CH:7][C:6]([C:9]2[C:17]3[C:12](=[CH:13][CH:14]=[C:15]([C:18]([NH2:20])=O)[CH:16]=3)[NH:11][N:10]=2)=[CH:5][CH:4]=1.COC(OC)[N:25]([CH3:27])C.[NH2:30]N. The catalyst is C(O)(=O)C. The product is [NH:30]1[C:18]([C:15]2[CH:16]=[C:17]3[C:12](=[CH:13][CH:14]=2)[NH:11][N:10]=[C:9]3[C:6]2[CH:7]=[CH:8][C:3]([N:2]([CH3:21])[CH3:1])=[CH:4][CH:5]=2)=[N:20][CH:27]=[N:25]1. The yield is 0.293. (5) The reactants are N1C2C(=CC=CC=2)C(C2CCC(=O)CC2)=C1.O1[C:21]2([CH2:26][CH2:25][CH:24]([C:27]3[C:35]4[C:30](=[CH:31][C:32]([F:36])=[CH:33][CH:34]=4)[NH:29][CH:28]=3)[CH2:23][CH2:22]2)[O:20]CC1. No catalyst specified. The product is [F:36][C:32]1[CH:31]=[C:30]2[C:35]([C:27]([CH:24]3[CH2:23][CH2:22][C:21](=[O:20])[CH2:26][CH2:25]3)=[CH:28][NH:29]2)=[CH:34][CH:33]=1. The yield is 0.990.